From a dataset of Forward reaction prediction with 1.9M reactions from USPTO patents (1976-2016). Predict the product of the given reaction. Given the reactants [I-].C[S+](C)(C)=O.CC(C)([O-])C.[K+].[CH2:13]([O:20][C:21]([NH:23][C@@H:24]([CH2:37][C:38]1[CH:43]=[C:42]([Cl:44])[CH:41]=[C:40]([Cl:45])[CH:39]=1)[C:25]([O:27][C:28]1C=CC([N+]([O-])=O)=CC=1)=O)=[O:22])[C:14]1[CH:19]=[CH:18][CH:17]=[CH:16][CH:15]=1, predict the reaction product. The product is: [Cl:44][C:42]1[CH:43]=[C:38]([CH2:37][C@H:24]([NH:23][C:21](=[O:22])[O:20][CH2:13][C:14]2[CH:15]=[CH:16][CH:17]=[CH:18][CH:19]=2)[C@H:25]2[CH2:28][O:27]2)[CH:39]=[C:40]([Cl:45])[CH:41]=1.